Dataset: Reaction yield outcomes from USPTO patents with 853,638 reactions. Task: Predict the reaction yield, written as a fraction of the theoretical maximum amount of product (1.0 means a 100% yield; for example, 0.34 means a 34% yield). The reactants are [CH2:1]([C:3]([C:6]1[CH:7]=[CH:8][C:9](F)=[C:10]([CH:13]=1)[CH:11]=O)=[CH:4][CH3:5])[CH3:2].[CH2:15]([O:17][C:18](=[O:21])[CH2:19][SH:20])[CH3:16].C([O-])([O-])=O.[K+].[K+]. The catalyst is CN(C=O)C. The product is [CH2:15]([O:17][C:18]([C:19]1[S:20][C:9]2[CH:8]=[CH:7][C:6]([C:3]([CH2:1][CH3:2])=[CH:4][CH3:5])=[CH:13][C:10]=2[CH:11]=1)=[O:21])[CH3:16]. The yield is 0.890.